The task is: Predict the product of the given reaction.. This data is from Forward reaction prediction with 1.9M reactions from USPTO patents (1976-2016). (1) Given the reactants Cl[C:2]1[C:11]2=[N:12][N:13](CC3C=CC(OC)=CC=3)[CH:14]=[C:10]2[C:9]2[CH:8]=[C:7]([O:24][CH3:25])[CH:6]=[CH:5][C:4]=2[N:3]=1.[F:26][C:27]1[CH:33]=[C:32]([N:34]2[CH2:39][CH2:38][O:37][CH2:36][CH2:35]2)[CH:31]=[CH:30][C:28]=1[NH2:29].Cl, predict the reaction product. The product is: [F:26][C:27]1[CH:33]=[C:32]([N:34]2[CH2:35][CH2:36][O:37][CH2:38][CH2:39]2)[CH:31]=[CH:30][C:28]=1[NH:29][C:2]1[C:11]2=[N:12][NH:13][CH:14]=[C:10]2[C:9]2[CH:8]=[C:7]([O:24][CH3:25])[CH:6]=[CH:5][C:4]=2[N:3]=1. (2) Given the reactants [CH2:1]([N:8]1[CH2:16][C:15]2[C:10](=[CH:11][CH:12]=[C:13]([C:17]3(O)[CH2:21][CH2:20][O:19][CH:18]3[CH3:22])[CH:14]=2)[CH2:9]1)[C:2]1[CH:7]=[CH:6][CH:5]=[CH:4][CH:3]=1.C(N(CC)CC)C.CS(Cl)(=O)=O.C1CCN2C(=NCCC2)CC1, predict the reaction product. The product is: [CH2:1]([N:8]1[CH2:16][C:15]2[C:10](=[CH:11][CH:12]=[C:13]([C:17]3[CH:18]([CH3:22])[O:19][CH2:20][CH:21]=3)[CH:14]=2)[CH2:9]1)[C:2]1[CH:3]=[CH:4][CH:5]=[CH:6][CH:7]=1. (3) Given the reactants [Br:1][C:2]1[CH:3]=[C:4]2[C:9](=[CH:10][CH:11]=1)[CH:8]=[C:7]([SH:12])[CH:6]=[CH:5]2.I[C:14]1[CH:19]=[CH:18][CH:17]=[CH:16][C:15]=1[C@@H:20]([OH:22])[CH3:21].C(=O)([O-])[O-].[K+].[K+].C(O)CO, predict the reaction product. The product is: [Br:1][C:2]1[CH:3]=[C:4]2[C:9](=[CH:10][CH:11]=1)[CH:8]=[C:7]([S:12][C:14]1[CH:19]=[CH:18][CH:17]=[CH:16][C:15]=1[C@@H:20]([OH:22])[CH3:21])[CH:6]=[CH:5]2. (4) Given the reactants Cl.[O:2]([NH2:4])[CH3:3].N1C=CC=CC=1.Cl.[C:12]([C:20]1[CH:21]=[CH:22][C:23]2[O:28][CH2:27][C:26](=[O:29])[NH:25][C:24]=2[CH:30]=1)(=O)[C:13]1[CH:18]=[CH:17][CH:16]=[CH:15][CH:14]=1, predict the reaction product. The product is: [CH3:3][O:2][N:4]=[C:12]([C:13]1[CH:14]=[CH:15][CH:16]=[CH:17][CH:18]=1)[C:20]1[CH:21]=[CH:22][C:23]2[O:28][CH2:27][C:26](=[O:29])[NH:25][C:24]=2[CH:30]=1. (5) Given the reactants [OH:1][CH2:2][CH2:3][C:4]1[CH:9]=[CH:8][C:7]([OH:10])=[CH:6][CH:5]=1.C(=O)([O-])[O-].[Cs+].[Cs+].Br[CH2:18][CH2:19][O:20][CH2:21][C:22]1[CH:23]=[C:24]([CH:27]=[CH:28][CH:29]=1)[C:25]#[N:26].O, predict the reaction product. The product is: [OH:1][CH2:2][CH2:3][C:4]1[CH:9]=[CH:8][C:7]([O:10][CH2:18][CH2:19][O:20][CH2:21][C:22]2[CH:23]=[C:24]([CH:27]=[CH:28][CH:29]=2)[C:25]#[N:26])=[CH:6][CH:5]=1. (6) Given the reactants [CH:1]([C:3]1[CH:4]=[C:5]([C:10]2[CH:15]=[CH:14][C:13]([C:16]#[N:17])=[CH:12][CH:11]=2)[CH:6]=[CH:7][C:8]=1[OH:9])=[O:2].BrC1C=C(OC)C(O)=C(C=1)[CH:24]=[O:25].C(O)(=O)C.C(C1C=C(C2C=CC(O)=C(C3NC4C=CC(C(N)=N)=CC=4N=3)C=2)C=CC=1)(=N)N, predict the reaction product. The product is: [CH:1]([C:3]1[C:8]([OH:9])=[C:7]([O:25][CH3:24])[CH:6]=[C:5]([C:10]2[CH:15]=[CH:14][C:13]([C:16]#[N:17])=[CH:12][CH:11]=2)[CH:4]=1)=[O:2].